Predict which catalyst facilitates the given reaction. From a dataset of Catalyst prediction with 721,799 reactions and 888 catalyst types from USPTO. (1) Reactant: C(OC(=O)[NH:10][C:11]1[CH:16]=[CH:15][C:14]([N:17]2[CH2:21][CH:20]([CH2:22][NH:23][C:24]([O:26][CH3:27])=[O:25])[O:19][C:18]2=[O:28])=[CH:13][C:12]=1[F:29])C1C=CC=CC=1. Product: [NH2:10][C:11]1[CH:16]=[CH:15][C:14]([N:17]2[CH2:21][CH:20]([CH2:22][NH:23][C:24](=[O:25])[O:26][CH3:27])[O:19][C:18]2=[O:28])=[CH:13][C:12]=1[F:29]. The catalyst class is: 19. (2) Reactant: CC(C)([O-])C.[K+].[Br-].[Br:8][CH2:9][P+](C1C=CC=CC=1)(C1C=CC=CC=1)C1C=CC=CC=1.[CH:29]1([NH:34][C:35]2[N:43]=[CH:42][N:41]=[C:40]3[C:36]=2[N:37]=[CH:38][N:39]3[C@H:44]2[CH:51]3[C@H:47]([O:48][C:49]([CH3:53])([CH3:52])[O:50]3)[C@@H:46]([CH2:54][CH:55]=O)[O:45]2)[CH2:33][CH2:32][CH2:31][CH2:30]1. Product: [Br:8]/[CH:9]=[CH:55]/[CH2:54][C@@H:46]1[C@@H:47]2[CH:51]([O:50][C:49]([CH3:53])([CH3:52])[O:48]2)[C@H:44]([N:39]2[CH:38]=[N:37][C:36]3[C:40]2=[N:41][CH:42]=[N:43][C:35]=3[NH:34][CH:29]2[CH2:30][CH2:31][CH2:32][CH2:33]2)[O:45]1. The catalyst class is: 7. (3) Reactant: [F:1][C:2]1[CH:3]=[C:4]([C@:15]([NH:48][S@@](C(C)(C)C)=O)([C:41]2[CH:46]=[CH:45][C:44]([F:47])=[CH:43][CH:42]=2)[CH2:16][C:17]2[N:18]=[N:19][N:20]([C:22](C3C=CC=CC=3)(C3C=CC=CC=3)C3C=CC=CC=3)[N:21]=2)[CH:5]=[C:6]([O:8][C:9]([F:14])([F:13])[CH:10]([F:12])[F:11])[CH:7]=1.Cl. Product: [F:1][C:2]1[CH:3]=[C:4]([C@@:15]([C:41]2[CH:42]=[CH:43][C:44]([F:47])=[CH:45][CH:46]=2)([NH2:48])[CH2:16][C:17]2[N:18]=[N:19][N:20]([CH3:22])[N:21]=2)[CH:5]=[C:6]([O:8][C:9]([F:14])([F:13])[CH:10]([F:11])[F:12])[CH:7]=1. The catalyst class is: 71. (4) Reactant: [NH2:1][CH:2]1[C:14]2[CH:13]=[CH:12][CH:11]=[CH:10][C:9]=2[C:8]2[C:3]1=[CH:4][CH:5]=[CH:6][CH:7]=2.[CH3:15][N:16]([CH3:30])[C:17]1([C:24]2[CH:29]=[CH:28][CH:27]=[CH:26][CH:25]=2)[CH2:22][CH2:21][C:20](=O)[CH2:19][CH2:18]1.C(O)(=O)C.C(O[BH-](OC(=O)C)OC(=O)C)(=O)C.[Na+]. Product: [CH:13]1[C:14]2[CH:2]([NH:1][CH:20]3[CH2:19][CH2:18][C:17]([C:24]4[CH:25]=[CH:26][CH:27]=[CH:28][CH:29]=4)([N:16]([CH3:30])[CH3:15])[CH2:22][CH2:21]3)[C:3]3[C:8](=[CH:7][CH:6]=[CH:5][CH:4]=3)[C:9]=2[CH:10]=[CH:11][CH:12]=1. The catalyst class is: 26. (5) Reactant: [C:1]1(=O)[NH:5][C:4](=O)[C:3]2=[CH:7][CH:8]=[CH:9][CH:10]=[C:2]12.[K].CS(O[CH2:18][CH2:19][CH2:20][CH2:21][CH2:22][CH2:23][CH2:24][CH2:25]/[CH:26]=[CH:27]\C/C=C\CCCCC)(=O)=O. Product: [CH2:4]([NH2:5])[CH2:3][CH2:7][CH2:8][CH2:9][CH2:10][CH2:2][CH2:1]/[CH:18]=[CH:19]\[CH2:20]/[CH:21]=[CH:22]\[CH2:23][CH2:24][CH2:25][CH2:26][CH3:27]. The catalyst class is: 6. (6) Reactant: [C:1]([O:5][C:6]([N:8]1[CH2:13][CH2:12][CH:11]([S:14][C:15](=O)[CH3:16])[CH2:10][CH2:9]1)=[O:7])([CH3:4])([CH3:3])[CH3:2].[CH:18]1(Br)C[CH2:19]1.O[Li].O. Product: [CH:16]1([CH2:15][S:14][CH:11]2[CH2:12][CH2:13][N:8]([C:6]([O:5][C:1]([CH3:4])([CH3:3])[CH3:2])=[O:7])[CH2:9][CH2:10]2)[CH2:19][CH2:18]1. The catalyst class is: 252. (7) Reactant: I([O-])(=O)(=O)=O.[Na+].[CH2:7]([O:9][C:10]([C:12]1[CH:17]=[C:16]([CH2:18][O:19][CH2:20][C:21]([F:24])([F:23])[F:22])[N:15]=[C:14]([NH:25][C:26]2[CH:31]=[CH:30][C:29]([N:32]3[CH:36]=[C:35]([CH3:37])[N:34]=[CH:33]3)=[C:28]([O:38][CH3:39])[CH:27]=2)[N:13]=1)=C)[CH3:8].[Mn]([O-])(=O)(=O)=[O:41]. Product: [CH3:39][O:38][C:28]1[CH:27]=[C:26]([NH:25][C:14]2[N:13]=[C:12]([C:10]([O:9][CH2:7][CH3:8])=[O:41])[CH:17]=[C:16]([CH2:18][O:19][CH2:20][C:21]([F:23])([F:24])[F:22])[N:15]=2)[CH:31]=[CH:30][C:29]=1[N:32]1[CH:36]=[C:35]([CH3:37])[N:34]=[CH:33]1. The catalyst class is: 127.